This data is from Full USPTO retrosynthesis dataset with 1.9M reactions from patents (1976-2016). The task is: Predict the reactants needed to synthesize the given product. (1) Given the product [CH3:7][O:6][C:4](=[O:5])[C@@H:3]([NH:8][C:9](=[O:10])[C:11]1[CH:16]=[CH:15][C:14]([C:42]#[C:43][C:38]2[CH:56]=[CH:55][C:54]([CH:58]=[O:57])=[CH:40][CH:39]=2)=[CH:13][CH:12]=1)[C@H:2]([OH:1])[CH3:25], predict the reactants needed to synthesize it. The reactants are: [OH:1][C@H:2]([CH3:25])[C@H:3]([NH:8][C:9]([C:11]1[CH:16]=[CH:15][C:14](C(C2C=CC=CC=2)=O)=[CH:13][CH:12]=1)=[O:10])[C:4]([O:6][CH3:7])=[O:5].C(OC(NCC(N[C:38]1[CH:43]=[CH:42]C(I)=[CH:40][CH:39]=1)=O)=O)(C)(C)C.CCN(CC)CC.N#N.[CH2:54]1[CH2:58][O:57][CH2:56][CH2:55]1. (2) The reactants are: [CH3:1][C:2]1[N:3]=[C:4]([NH:11][C:12](=[O:20])OC2C=CC=CC=2)[C:5]([O:9][CH3:10])=[N:6][C:7]=1[CH3:8].[CH3:21][C:22]1[CH:23]=[C:24]([N:29]2[CH2:34][CH2:33][NH:32][CH2:31][CH2:30]2)[CH:25]=[C:26]([CH3:28])[CH:27]=1. Given the product [CH3:1][C:2]1[N:3]=[C:4]([NH:11][C:12]([N:32]2[CH2:33][CH2:34][N:29]([C:24]3[CH:25]=[C:26]([CH3:28])[CH:27]=[C:22]([CH3:21])[CH:23]=3)[CH2:30][CH2:31]2)=[O:20])[C:5]([O:9][CH3:10])=[N:6][C:7]=1[CH3:8], predict the reactants needed to synthesize it. (3) Given the product [CH2:1]([NH:8][S:9]([C:12]1[CH:17]=[CH:16][C:15]([C:40]2[CH:41]=[C:36]3[N:35]=[C:34]([CH2:33][CH2:32][C:28]4[CH:27]=[C:26]([O:25][CH3:24])[CH:31]=[CH:30][N:29]=4)[NH:43][C:37]3=[N:38][CH:39]=2)=[CH:14][CH:13]=1)(=[O:11])=[O:10])[C:2]1[CH:7]=[CH:6][CH:5]=[CH:4][CH:3]=1, predict the reactants needed to synthesize it. The reactants are: [CH2:1]([NH:8][S:9]([C:12]1[CH:17]=[CH:16][CH:15]=[CH:14][C:13]=1Br)(=[O:11])=[O:10])[C:2]1[CH:7]=[CH:6][CH:5]=[CH:4][CH:3]=1.C([O-])(=O)C.[K+].[CH3:24][O:25][C:26]1[CH:31]=[CH:30][N:29]=[C:28]([CH2:32][CH2:33][C:34]2[NH:43][C:37]3=[N:38][CH:39]=[C:40](I)[CH:41]=[C:36]3[N:35]=2)[CH:27]=1.C(=O)([O-])[O-].[K+].[K+].[Cl-].[Li+].